From a dataset of Experimentally validated miRNA-target interactions with 360,000+ pairs, plus equal number of negative samples. Binary Classification. Given a miRNA mature sequence and a target amino acid sequence, predict their likelihood of interaction. (1) The miRNA is mmu-miR-6954-5p with sequence UGGGGCAGUUCUGGGGGCAGAU. The protein sequence of the target gene is MSLLDCFCASRTRVESLRPEKQSETSIHQYLVDESAISRPPPSARASEVICSTDVSHYELQVEIGRGFDNLTSVHLARHTPTGTLVTVKITNLESCTEERLKALQRAVILSHFFQHPNITTYWTVFTVGSWLWVISPFMAYGSASQLLRTYFPDGMSETLIRNILFGAVQGLNYLHQNGCIHRSFKASHILISGDGLVTLSGLSHLHSLLKHGQRHRAVFDFPQFSTSVQPWLSPELLRQDLHGYNVKSDIYSVGITACELASGQVPFQDMHRTQMLLQKLKGPPYSPLDVSIFPQSDSR.... Result: 0 (no interaction). (2) The miRNA is hsa-miR-8070 with sequence AUGUGAUUGACGGCUGACUCCA. The protein sequence of the target gene is MKDQQTVIMTECTSLQFVSPFAFEAMQKVDVVCLASLSDPELRLLLPCLVRMALCAPADQSQSWAQDKKLILRLLSGVEAVNSIVALLSVDFHALEQDASKEQQLRHKLGGGSGESILVSQLQHGLTLEFEHSDSPRRLRLVLSELLAIMNKVSESNGEFFFKSSELFESPVYLEEAADVLCILQAELPSLLPIVDVAEALLHVRNGAWFLCLLVANVPDSFNEVCRGLIKNGERQDEESLGGRRRTDALRFLCKMNPSQALKVRGMVVEECHLPGLGVALTLDHTKNEACEDGVSDLVC.... Result: 1 (interaction). (3) The miRNA is hsa-miR-6845-5p with sequence CGGGGCCAGAGCAGAGAGC. The protein sequence of the target gene is MSATWTLSPEPLPPSTGPPVGAGLDAEQRTVFAFVLCLLVVLVLLMVRCVRILLDPYSRMPASSWTDHKEALERGQFDYALV. Result: 1 (interaction). (4) The protein sequence of the target gene is MDRMTEDALRLNLLKRSLDPADERDDVLAKRLKMEGHEAMERLKMLALLKRKDLANLEVPHELPTKQDGSGVKGYEEKLNGNLRPHGDNRTAGRPGKENINDEPVDMSARRSEPERGRLTPSPDIIVLSDNEASSPRSSSRMEERLKAANLEMFKGKGIEERQQLIKQLRDELRLEEARLVLLKKLRQSQLQKENVVQKTPVVQNAASIVQPSPAHVGQQGLSKLPSRPGAQGVEPQNLRTLQGHSVIRSATNTTLPHMLMSQRVIAPNPAQLQGQRGPPKPGLVRTTTPNMNPAINYQP.... Result: 0 (no interaction). The miRNA is hsa-miR-4642 with sequence AUGGCAUCGUCCCCUGGUGGCU. (5) The miRNA is hsa-miR-32-5p with sequence UAUUGCACAUUACUAAGUUGCA. Result: 0 (no interaction). The protein sequence of the target gene is MAGARSRDPWGASGICYLFGSLLVELLFSRAVAFNLDVMGALRKEGEPGSLFGFSVALHRQLQPRPQSWLLVGAPQALALPGQQANRTGGLFACPLSLEETDCYRVDIDQGADMQKESKENQWLGVSVRSQGPGGKIVTCAHRYEARQRVDQILETRDMIGRCFVLSQDLAIRDELDGGEWKFCEGRPQGHEQFGFCQQGTAAAFSPDSHYLLFGAPGTYNWKGTARVELCAQGSADLAHLDDGPYEAGGEKEQDPRLIPVPANSYFGLLFVTNIDSSDPDQLVYKTLDPADRLPGPAGD.... (6) The miRNA is rno-miR-215 with sequence AUGACCUAUGAUUUGACAGACA. The protein sequence of the target gene is MPSLLGLKCLGKLCSSEIGKVPSPERASLRNSHRRLLIEDLSVPETPDPAHRRRGTVIHLVYLYSAGCGPPELRFSSYDPSVAHPQDPHHSSEKPVIHCHKCGEPCKGEVLRVQTKHFHIKCFTCKVCGCDLAQGGFFIKNGDYLCTLDYQRMYGTRCHGCGEFVEGEVVTALGKTYHPNCFACTICKRPFPPGDRVTFNGRDCLCQLCAQPMSSSPKEASCSSNCAGCGRDIKNGQALLALDKQWHLGCFKCKSCGKVLTGEYISKDGSPYCEKDYQGLFGVKCEACHQFITGKVLEAG.... Result: 0 (no interaction). (7) The miRNA is mmu-miR-125b-5p with sequence UCCCUGAGACCCUAACUUGUGA. The protein sequence of the target gene is MEPLQQQQQQQQQKQPQQPLLQMDAREKQGPQTRESQFLYASKLGTQPALLSITPGRPSGSSVLGPLARVPPATPVARMSEQSNVNSEPEEEEGGLEDEDGDDDVAEVAEKEAQAASKYFHMQKVTRQEPRATPMSSLLPVPGLSPQGQQTKEDHTKDASKAPPSVPTAGQPSWSLDEQLKQNGALAWSDDADGGRGREISRDFAKLYELDGDPERKEFLDDLFIFMQKRGTPINRIPIMAKQILDLYMLYKLVTEKGGLVEIINKKIWREITKGLNLPTSITSAAFTLRTQYMKYLYAY.... Result: 1 (interaction).